The task is: Regression. Given two drug SMILES strings and cell line genomic features, predict the synergy score measuring deviation from expected non-interaction effect.. This data is from NCI-60 drug combinations with 297,098 pairs across 59 cell lines. (1) Drug 1: CCCS(=O)(=O)NC1=C(C(=C(C=C1)F)C(=O)C2=CNC3=C2C=C(C=N3)C4=CC=C(C=C4)Cl)F. Drug 2: CCC1=CC2CC(C3=C(CN(C2)C1)C4=CC=CC=C4N3)(C5=C(C=C6C(=C5)C78CCN9C7C(C=CC9)(C(C(C8N6C)(C(=O)OC)O)OC(=O)C)CC)OC)C(=O)OC.C(C(C(=O)O)O)(C(=O)O)O. Cell line: M14. Synergy scores: CSS=60.6, Synergy_ZIP=7.26, Synergy_Bliss=7.17, Synergy_Loewe=5.75, Synergy_HSA=10.8. (2) Drug 1: CC12CCC3C(C1CCC2=O)CC(=C)C4=CC(=O)C=CC34C. Drug 2: C1=C(C(=O)NC(=O)N1)F. Cell line: SF-295. Synergy scores: CSS=58.0, Synergy_ZIP=-4.73, Synergy_Bliss=-3.85, Synergy_Loewe=-0.136, Synergy_HSA=-0.0619. (3) Drug 1: C1C(C(OC1N2C=NC3=C2NC=NCC3O)CO)O. Drug 2: C1CCC(C(C1)N)N.C(=O)(C(=O)[O-])[O-].[Pt+4]. Cell line: HCT-15. Synergy scores: CSS=21.7, Synergy_ZIP=0.556, Synergy_Bliss=-0.401, Synergy_Loewe=-10.7, Synergy_HSA=-0.787. (4) Drug 1: CN(C)C1=NC(=NC(=N1)N(C)C)N(C)C. Drug 2: C1CN(P(=O)(OC1)NCCCl)CCCl. Cell line: SW-620. Synergy scores: CSS=-6.87, Synergy_ZIP=1.00, Synergy_Bliss=-4.47, Synergy_Loewe=-6.76, Synergy_HSA=-7.90. (5) Drug 1: C1=CC=C(C=C1)NC(=O)CCCCCCC(=O)NO. Drug 2: CS(=O)(=O)CCNCC1=CC=C(O1)C2=CC3=C(C=C2)N=CN=C3NC4=CC(=C(C=C4)OCC5=CC(=CC=C5)F)Cl. Cell line: HCC-2998. Synergy scores: CSS=0.0755, Synergy_ZIP=0.559, Synergy_Bliss=6.20, Synergy_Loewe=-9.43, Synergy_HSA=-0.595. (6) Drug 1: CC1=C(C(CCC1)(C)C)C=CC(=CC=CC(=CC(=O)O)C)C. Drug 2: C1CCC(C(C1)N)N.C(=O)(C(=O)[O-])[O-].[Pt+4]. Cell line: HCT116. Synergy scores: CSS=52.7, Synergy_ZIP=-5.26, Synergy_Bliss=-2.54, Synergy_Loewe=-13.6, Synergy_HSA=2.78. (7) Drug 1: C1C(C(OC1N2C=C(C(=O)NC2=O)F)CO)O. Drug 2: CC1=C2C(C(=O)C3(C(CC4C(C3C(C(C2(C)C)(CC1OC(=O)C(C(C5=CC=CC=C5)NC(=O)OC(C)(C)C)O)O)OC(=O)C6=CC=CC=C6)(CO4)OC(=O)C)O)C)O. Cell line: NCI-H522. Synergy scores: CSS=4.24, Synergy_ZIP=0.495, Synergy_Bliss=4.89, Synergy_Loewe=-0.657, Synergy_HSA=0.0817.